This data is from Full USPTO retrosynthesis dataset with 1.9M reactions from patents (1976-2016). The task is: Predict the reactants needed to synthesize the given product. (1) Given the product [CH:1]([C:3]1[CH:4]=[CH:5][C:6]2[O:12][C:11]3[CH:13]=[CH:14][C:15]([C:17]([NH2:19])=[O:18])=[CH:16][C:10]=3[CH2:9][CH2:8][C:7]=2[CH:20]=1)=[O:39], predict the reactants needed to synthesize it. The reactants are: [C:1]([C:3]1[CH:4]=[CH:5][C:6]2[O:12][C:11]3[CH:13]=[CH:14][C:15]([C:17]([NH2:19])=[O:18])=[CH:16][C:10]=3[CH2:9][CH2:8][C:7]=2[CH:20]=1)#N.CC(C[AlH]CC(C)C)C.C1(C)C=CC=CC=1.CC(O)=[O:39].O. (2) Given the product [NH2:23][C:7]1[C:6]2[N:5]([C:4]([C:12]3([OH:22])[CH2:20][CH2:19][CH2:18][C:17]4[N:16]([CH3:21])[N:15]=[CH:14][C:13]3=4)=[N:3][C:2]=2[Br:1])[CH:10]=[CH:9][N:8]=1, predict the reactants needed to synthesize it. The reactants are: [Br:1][C:2]1[N:3]=[C:4]([C:12]2([OH:22])[CH2:20][CH2:19][CH2:18][C:17]3[N:16]([CH3:21])[N:15]=[CH:14][C:13]2=3)[N:5]2[CH:10]=[CH:9][N:8]=[C:7](Cl)[C:6]=12.[NH3:23].CC(O)C. (3) Given the product [F:19][C:17]1[CH:18]=[C:13]([C:11]2[O:1][N:2]=[C:3]([C:4]3[CH:5]=[N:6][CH:7]=[CH:8][CH:9]=3)[CH:12]=2)[CH:14]=[C:15]([F:21])[C:16]=1[F:20], predict the reactants needed to synthesize it. The reactants are: [OH:1][N:2]=[C:3](Cl)[C:4]1[CH:9]=[CH:8][CH:7]=[N:6][CH:5]=1.[C:11]([C:13]1[CH:14]=[C:15]([F:21])[C:16]([F:20])=[C:17]([F:19])[CH:18]=1)#[CH:12].N. (4) The reactants are: Cl.[CH3:2][C:3]1[CH:8]=[CH:7][CH:6]=[CH:5][C:4]=1[N:9]1[C:14](=[O:15])[CH:13]=[CH:12][C:11]([C:16]2[C:17]([C:25]3[CH:30]=[CH:29][CH:28]=[CH:27][CH:26]=3)=[N:18][N:19]3[CH2:24][CH2:23][NH:22][CH2:21][C:20]=23)=[N:10]1.[CH3:31][C:32]([CH3:34])=O.[BH-](OC(C)=O)(OC(C)=O)OC(C)=O.[Na+]. Given the product [CH:32]([N:22]1[CH2:23][CH2:24][N:19]2[N:18]=[C:17]([C:25]3[CH:30]=[CH:29][CH:28]=[CH:27][CH:26]=3)[C:16]([C:11]3[CH:12]=[CH:13][C:14](=[O:15])[N:9]([C:4]4[CH:5]=[CH:6][CH:7]=[CH:8][C:3]=4[CH3:2])[N:10]=3)=[C:20]2[CH2:21]1)([CH3:34])[CH3:31], predict the reactants needed to synthesize it. (5) Given the product [C:20]([C:15]1[CH:16]=[CH:17][CH:18]=[CH:19][C:14]=1[C:11]1[CH:12]=[CH:13][C:8]([CH2:7][N:6]2[C:5]3[C:22]([C:26]([O:28][CH3:29])=[O:27])=[CH:23][CH:24]=[CH:25][C:4]=3[N:3]=[C:2]2[N:30]2[CH2:35][CH2:34][O:33][CH2:32][CH2:31]2)=[CH:9][CH:10]=1)#[N:21], predict the reactants needed to synthesize it. The reactants are: Cl[C:2]1[N:6]([CH2:7][C:8]2[CH:13]=[CH:12][C:11]([C:14]3[CH:19]=[CH:18][CH:17]=[CH:16][C:15]=3[C:20]#[N:21])=[CH:10][CH:9]=2)[C:5]2[C:22]([C:26]([O:28][CH3:29])=[O:27])=[CH:23][CH:24]=[CH:25][C:4]=2[N:3]=1.[NH:30]1[CH2:35][CH2:34][O:33][CH2:32][CH2:31]1. (6) Given the product [ClH:1].[ClH:22].[NH2:14][CH:12]([CH3:13])[CH2:11][N:10]1[C:3]2[C:2]([NH:26][C:25]3[CH:27]=[CH:28][C:29]([O:30][C:31]4[CH:36]=[CH:35][CH:34]=[C:33]([C:37]([F:38])([F:39])[F:40])[CH:32]=4)=[C:23]([Cl:22])[CH:24]=3)=[N:7][CH:6]=[N:5][C:4]=2[CH:8]=[CH:9]1, predict the reactants needed to synthesize it. The reactants are: [Cl:1][C:2]1[C:3]2[N:10]([CH2:11][CH:12]([NH:14]C(=O)OC(C)(C)C)[CH3:13])[CH:9]=[CH:8][C:4]=2[N:5]=[CH:6][N:7]=1.[Cl:22][C:23]1[CH:24]=[C:25]([CH:27]=[CH:28][C:29]=1[O:30][C:31]1[CH:36]=[CH:35][CH:34]=[C:33]([C:37]([F:40])([F:39])[F:38])[CH:32]=1)[NH2:26].C(OC(OC(C)(C)C)=O)(OC(C)(C)C)=O.Cl. (7) Given the product [F:12][C:13]1[C:18]([C:2]2[CH:7]=[C:6]([C:8]([CH3:11])([CH3:10])[CH3:9])[CH:5]=[CH:4][N:3]=2)=[CH:17][CH:16]=[C:15]([F:22])[N:14]=1, predict the reactants needed to synthesize it. The reactants are: Cl[C:2]1[CH:7]=[C:6]([C:8]([CH3:11])([CH3:10])[CH3:9])[CH:5]=[CH:4][N:3]=1.[F:12][C:13]1[C:18](B(O)O)=[CH:17][CH:16]=[C:15]([F:22])[N:14]=1.C(=O)([O-])[O-].[K+].[K+].